From a dataset of Forward reaction prediction with 1.9M reactions from USPTO patents (1976-2016). Predict the product of the given reaction. Given the reactants N1C2C(=CC=CC=2)C=C1.C([O-])([O-])=O.[Na+].[Na+].C([O-])([O-])=O.[Cs+].[Cs+].CC([O-])(C)C.[K+].[H-].[Na+].[C:30]([C:32]1[C:40]2[C:35](=[CH:36][CH:37]=[CH:38][CH:39]=2)[NH:34][CH:33]=1)#[N:31].[CH3:41][O:42][C:43](=[O:52])[C:44]1[CH:49]=[CH:48][C:47]([Br:50])=[CH:46][C:45]=1F.[NH4+].[Cl-], predict the reaction product. The product is: [Br:50][C:47]1[CH:46]=[CH:45][C:44]([C:43]([O:42][CH3:41])=[O:52])=[C:49]([N:34]2[C:35]3[C:40](=[CH:39][CH:38]=[CH:37][CH:36]=3)[C:32]([C:30]#[N:31])=[CH:33]2)[CH:48]=1.